From a dataset of Full USPTO retrosynthesis dataset with 1.9M reactions from patents (1976-2016). Predict the reactants needed to synthesize the given product. (1) Given the product [F:1][C:2]1[CH:7]=[CH:6][CH:5]=[CH:4][C:3]=1[CH2:8][C:9]([NH:11][CH2:12][C:13]1[CH:18]=[CH:17][C:16](=[O:19])[NH:15][N:14]=1)=[O:10], predict the reactants needed to synthesize it. The reactants are: [F:1][C:2]1[CH:7]=[CH:6][CH:5]=[CH:4][C:3]=1[CH2:8][C:9]([NH:11][CH2:12][C:13]1[CH2:18][CH2:17][C:16](=[O:19])[NH:15][N:14]=1)=[O:10].BrBr. (2) The reactants are: [Br:1][C:2]1[C:3]([C:12]2[O:13][CH:14]=[CH:15][CH:16]=2)=[N:4][C:5]([NH2:11])=[N:6][C:7]=1S(C)=O.[NH2:17][CH2:18][CH2:19][N:20]1[CH2:25][CH2:24][O:23][CH2:22][CH2:21]1. Given the product [Br:1][C:2]1[C:7]([NH:17][CH2:18][CH2:19][N:20]2[CH2:25][CH2:24][O:23][CH2:22][CH2:21]2)=[N:6][C:5]([NH2:11])=[N:4][C:3]=1[C:12]1[O:13][CH:14]=[CH:15][CH:16]=1, predict the reactants needed to synthesize it. (3) Given the product [Br:7][C:5]1[N:6]=[C:2]([C:21]2[CH:22]=[C:23]3[C:18](=[C:19]([C:33]([NH2:35])=[O:34])[CH:20]=2)[NH:17][CH:16]=[C:15]3[CH:12]2[CH2:11][CH2:10][S:9](=[O:8])(=[O:36])[CH2:14][CH2:13]2)[S:3][CH:4]=1, predict the reactants needed to synthesize it. The reactants are: Br[C:2]1[S:3][CH:4]=[C:5]([Br:7])[N:6]=1.[O:8]=[S:9]1(=[O:36])[CH2:14][CH2:13][CH:12]([C:15]2[C:23]3[C:18](=[C:19]([C:33]([NH2:35])=[O:34])[CH:20]=[C:21](B4OC(C)(C)C(C)(C)O4)[CH:22]=3)[NH:17][CH:16]=2)[CH2:11][CH2:10]1.C(=O)([O-])[O-].[K+].[K+].O1CCOCC1. (4) Given the product [N:16]([C@@H:19]([C@@H:50]([C:57]1[CH:58]=[CH:59][C:60]([Cl:63])=[CH:61][CH:62]=1)[CH:51]1[CH2:56][CH2:55][O:54][CH2:53][CH2:52]1)[C:20]([NH:22][C:23]1[CH:28]=[CH:27][CH:26]=[C:25]([F:29])[C:24]=1[CH2:30][CH2:31][C@H:32]([NH:39][S:40]([C:43]1[CH:48]=[CH:47][C:46]([F:49])=[CH:45][CH:44]=1)(=[O:42])=[O:41])[CH2:33][N:34]([CH2:35][C@@H:36]([OH:38])[CH3:37])[C:9](=[O:10])[O:11][C:12]([CH3:13])([CH3:14])[CH3:15])=[O:21])=[N+:17]=[N-:18], predict the reactants needed to synthesize it. The reactants are: [C:12]([O:11][C:9](O[C:9]([O:11][C:12]([CH3:15])([CH3:14])[CH3:13])=[O:10])=[O:10])([CH3:15])([CH3:14])[CH3:13].[N:16]([C@@H:19]([C@@H:50]([C:57]1[CH:62]=[CH:61][C:60]([Cl:63])=[CH:59][CH:58]=1)[CH:51]1[CH2:56][CH2:55][O:54][CH2:53][CH2:52]1)[C:20]([NH:22][C:23]1[CH:28]=[CH:27][CH:26]=[C:25]([F:29])[C:24]=1[CH2:30][CH2:31][C@H:32]([NH:39][S:40]([C:43]1[CH:48]=[CH:47][C:46]([F:49])=[CH:45][CH:44]=1)(=[O:42])=[O:41])[CH2:33][NH:34][CH2:35][C@@H:36]([OH:38])[CH3:37])=[O:21])=[N+:17]=[N-:18]. (5) The reactants are: [CH3:1][N:2]([CH2:13][C:14]1[N:18]([CH2:19][C@H:20]2[CH2:25][CH2:24][CH2:23][N:22]([CH2:26][C:27]3[CH:32]=[CH:31][CH:30]=[CH:29][N:28]=3)[CH2:21]2)[C:17]2[CH:33]=[CH:34][CH:35]=[CH:36][C:16]=2[N:15]=1)[C@@H:3]1[C:12]2[N:11]=[CH:10][CH:9]=[CH:8][C:7]=2[CH2:6][CH2:5][CH2:4]1.CN(CC1N(C[C@H]2CCCNC2)C2C=CC=CC=2N=1)[C@@H]1C2N=CC=CC=2CCC1.CN1C=CC=C1C=O. Given the product [CH3:1][N:2]([CH2:13][C:14]1[N:18]([CH2:19][C@H:20]2[CH2:25][CH2:24][CH2:23][N:22]([CH2:26][C:27]3[N:28]([CH3:29])[CH:30]=[CH:31][CH:32]=3)[CH2:21]2)[C:17]2[CH:33]=[CH:34][CH:35]=[CH:36][C:16]=2[N:15]=1)[C@@H:3]1[C:12]2[N:11]=[CH:10][CH:9]=[CH:8][C:7]=2[CH2:6][CH2:5][CH2:4]1, predict the reactants needed to synthesize it. (6) Given the product [CH3:1][C:2]1[CH:7]=[C:6]([CH3:8])[NH:5][C:4](=[O:9])[C:3]=1[CH2:10][NH:11][C:12]([C:14]1[C:15]2[CH:32]=[N:31][N:30]([CH:33]3[CH2:38][CH2:37][NH:36][CH2:35][CH2:34]3)[C:16]=2[N:17]=[C:18]([C:20]2[CH2:21][C:22]([CH3:28])([CH3:29])[NH:23][C:24]([CH3:26])([CH3:27])[CH:25]=2)[CH:19]=1)=[O:13], predict the reactants needed to synthesize it. The reactants are: [CH3:1][C:2]1[CH:7]=[C:6]([CH3:8])[NH:5][C:4](=[O:9])[C:3]=1[CH2:10][NH:11][C:12]([C:14]1[CH:19]=[C:18]([C:20]2[CH2:21][C:22]([CH3:29])([CH3:28])[NH:23][C:24]([CH3:27])([CH3:26])[CH:25]=2)[N:17]=[C:16]2[N:30]([CH:33]3[CH2:38][CH2:37][N:36](C(OC(C)(C)C)=O)[CH2:35][CH2:34]3)[N:31]=[CH:32][C:15]=12)=[O:13]. (7) Given the product [Cl:1][C:2]1[CH:3]=[CH:4][C:5]([N:8]2[CH2:17][C:16]3[C:12]4=[C:13]([C:21](=[O:25])[N:22]([CH3:24])[CH:23]=[C:11]4[C:10]4[CH:26]=[C:27]([CH2:30][S:31]([CH3:34])(=[O:33])=[O:32])[CH:28]=[CH:29][C:9]2=4)[NH:14][C:15]=3[C:18]([NH2:42])=[O:20])=[CH:6][CH:7]=1, predict the reactants needed to synthesize it. The reactants are: [Cl:1][C:2]1[CH:7]=[CH:6][C:5]([N:8]2[CH2:17][C:16]3[C:12]4=[C:13]([C:21](=[O:25])[N:22]([CH3:24])[CH:23]=[C:11]4[C:10]4[CH:26]=[C:27]([CH2:30][S:31]([CH3:34])(=[O:33])=[O:32])[CH:28]=[CH:29][C:9]2=4)[NH:14][C:15]=3[C:18]([OH:20])=O)=[CH:4][CH:3]=1.C(Cl)(=O)C(Cl)=O.C[N:42](C=O)C.[OH-].[NH4+].